Dataset: Full USPTO retrosynthesis dataset with 1.9M reactions from patents (1976-2016). Task: Predict the reactants needed to synthesize the given product. (1) Given the product [CH:36]([C:33]1[CH:34]=[CH:35][C:27]2[C:26]([NH:25][C:17]3[CH:18]=[C:19]([C:20]([N:39]4[CH2:44][CH2:43][NH:42][CH2:41][CH2:40]4)=[O:22])[CH:23]=[CH:24][C:16]=3[S:15][C:12]3[CH:13]=[CH:14][C:9]([NH:8][C:6](=[O:7])[O:5][C:1]([CH3:3])([CH3:4])[CH3:2])=[CH:10][CH:11]=3)=[N:31][CH:30]=[N:29][C:28]=2[N:32]=1)([CH3:38])[CH3:37], predict the reactants needed to synthesize it. The reactants are: [C:1]([O:5][C:6]([NH:8][C:9]1[CH:14]=[CH:13][C:12]([S:15][C:16]2[CH:24]=[CH:23][C:19]([C:20]([OH:22])=O)=[CH:18][C:17]=2[NH:25][C:26]2[C:27]3[CH:35]=[CH:34][C:33]([CH:36]([CH3:38])[CH3:37])=[N:32][C:28]=3[N:29]=[CH:30][N:31]=2)=[CH:11][CH:10]=1)=[O:7])([CH3:4])([CH3:3])[CH3:2].[NH:39]1[CH2:44][CH2:43][NH:42][CH2:41][CH2:40]1.CN(C(ON1N=NC2C=CC=NC1=2)=[N+](C)C)C.F[P-](F)(F)(F)(F)F.CCN(C(C)C)C(C)C. (2) Given the product [F:12][C:9]([F:11])([F:10])[C:7]1[CH:6]=[C:5]([C:13]([CH3:43])([CH3:42])[C:14]([N:16]([C:18]2[CH:19]=[N:20][C:21]([N:32]3[CH2:37][CH2:36][N:35]4[CH2:38][CH2:39][N:40]([CH3:48])[CH2:41][CH:34]4[CH2:33]3)=[CH:22][C:23]=2[C:24]2[CH:29]=[CH:28][C:27]([F:30])=[CH:26][C:25]=2[CH3:31])[CH3:17])=[O:15])[CH:4]=[C:3]([C:2]([F:44])([F:1])[F:45])[CH:8]=1, predict the reactants needed to synthesize it. The reactants are: [F:1][C:2]([F:45])([F:44])[C:3]1[CH:4]=[C:5]([C:13]([CH3:43])([CH3:42])[C:14]([N:16]([C:18]2[CH:19]=[N:20][C:21]([N:32]3[CH2:37][CH2:36][N:35]4[CH2:38][CH2:39][NH:40][CH2:41][CH:34]4[CH2:33]3)=[CH:22][C:23]=2[C:24]2[CH:29]=[CH:28][C:27]([F:30])=[CH:26][C:25]=2[CH3:31])[CH3:17])=[O:15])[CH:6]=[C:7]([C:9]([F:12])([F:11])[F:10])[CH:8]=1.C=O.[C:48](O[BH-](OC(=O)C)OC(=O)C)(=O)C.[Na+].